Dataset: NCI-60 drug combinations with 297,098 pairs across 59 cell lines. Task: Regression. Given two drug SMILES strings and cell line genomic features, predict the synergy score measuring deviation from expected non-interaction effect. (1) Drug 1: CCC1=CC2CC(C3=C(CN(C2)C1)C4=CC=CC=C4N3)(C5=C(C=C6C(=C5)C78CCN9C7C(C=CC9)(C(C(C8N6C)(C(=O)OC)O)OC(=O)C)CC)OC)C(=O)OC.C(C(C(=O)O)O)(C(=O)O)O. Drug 2: C1=CC(=CC=C1C#N)C(C2=CC=C(C=C2)C#N)N3C=NC=N3. Cell line: HCT116. Synergy scores: CSS=46.4, Synergy_ZIP=-1.33, Synergy_Bliss=-1.75, Synergy_Loewe=-38.2, Synergy_HSA=-1.58. (2) Drug 1: C1CN1C2=NC(=NC(=N2)N3CC3)N4CC4. Drug 2: CN(CCCl)CCCl.Cl. Cell line: SF-268. Synergy scores: CSS=29.0, Synergy_ZIP=-8.89, Synergy_Bliss=-3.02, Synergy_Loewe=-1.11, Synergy_HSA=0.453.